Dataset: Peptide-MHC class I binding affinity with 185,985 pairs from IEDB/IMGT. Task: Regression. Given a peptide amino acid sequence and an MHC pseudo amino acid sequence, predict their binding affinity value. This is MHC class I binding data. (1) The peptide sequence is GTQDQSLYL. The MHC is HLA-B14:02 with pseudo-sequence HLA-B14:02. The binding affinity (normalized) is 0.213. (2) The peptide sequence is APSYGMRCV. The MHC is HLA-B07:02 with pseudo-sequence HLA-B07:02. The binding affinity (normalized) is 0.709. (3) The peptide sequence is LYIKDIFTR. The MHC is HLA-A24:02 with pseudo-sequence HLA-A24:02. The binding affinity (normalized) is 0.162. (4) The peptide sequence is SSDLRSWTF. The MHC is HLA-A24:03 with pseudo-sequence HLA-A24:03. The binding affinity (normalized) is 0.0847. (5) The peptide sequence is FYQIFPHSL. The MHC is HLA-A31:01 with pseudo-sequence HLA-A31:01. The binding affinity (normalized) is 0.0444. (6) The peptide sequence is KSQAKKPEVR. The MHC is HLA-A03:01 with pseudo-sequence HLA-A03:01. The binding affinity (normalized) is 0.0757. (7) The binding affinity (normalized) is 0.921. The peptide sequence is VGNVYRKF. The MHC is Mamu-B52 with pseudo-sequence Mamu-B52. (8) The peptide sequence is KTEAILQL. The MHC is H-2-Kb with pseudo-sequence H-2-Kb. The binding affinity (normalized) is 0.172. (9) The peptide sequence is ECANLLLQY. The MHC is HLA-A26:01 with pseudo-sequence HLA-A26:01. The binding affinity (normalized) is 0.313. (10) The peptide sequence is YKDANISMY. The MHC is HLA-B58:01 with pseudo-sequence HLA-B58:01. The binding affinity (normalized) is 0.0847.